From a dataset of TCR-epitope binding with 47,182 pairs between 192 epitopes and 23,139 TCRs. Binary Classification. Given a T-cell receptor sequence (or CDR3 region) and an epitope sequence, predict whether binding occurs between them. The epitope is VLAWLYAAV. The TCR CDR3 sequence is CASSYSSEQFF. Result: 1 (the TCR binds to the epitope).